From a dataset of Forward reaction prediction with 1.9M reactions from USPTO patents (1976-2016). Predict the product of the given reaction. (1) Given the reactants [CH2:1]([O:3][C:4](=[O:12])[C@:5]([OH:11])([CH3:10])[C:6]([F:9])([F:8])[F:7])[CH3:2].CC([O-])(C)C.[K+].[Br:19][C:20]1[N:25]=[C:24]([C:26]2([CH3:41])[CH2:28][N@@:27]2[S:29]([C:32]2[CH:37]=[CH:36][C:35]([N+:38]([O-:40])=[O:39])=[CH:34][CH:33]=2)(=[O:31])=[O:30])[C:23]([F:42])=[CH:22][CH:21]=1.Cl, predict the reaction product. The product is: [CH2:1]([O:3][C:4](=[O:12])[C@:5]([O:11][CH2:41][C@@:26]([C:24]1[C:23]([F:42])=[CH:22][CH:21]=[C:20]([Br:19])[N:25]=1)([NH:27][S:29]([C:32]1[CH:37]=[CH:36][C:35]([N+:38]([O-:40])=[O:39])=[CH:34][CH:33]=1)(=[O:30])=[O:31])[CH3:28])([CH3:10])[C:6]([F:7])([F:8])[F:9])[CH3:2]. (2) Given the reactants [Br:1][C:2]1[C:3]([CH3:11])=[C:4]([C:7]([Br:10])=[CH:8][CH:9]=1)[CH:5]=O.S(O)(O)(=O)=O.[NH2:17][OH:18].[OH-].[Na+], predict the reaction product. The product is: [Br:1][C:2]1[C:3]([CH3:11])=[C:4]([C:7]([Br:10])=[CH:8][CH:9]=1)[CH:5]=[N:17][OH:18]. (3) Given the reactants [CH3:1][O:2][CH2:3][CH2:4][O:5][C:6]1[CH:11]=[CH:10][C:9](/[CH:12]=[CH:13]/[C:14]([O:16]CC)=[O:15])=[C:8]([NH:19][C:20]2[CH:25]=[CH:24][C:23]([C:26]([F:29])([F:28])[F:27])=[CH:22][CH:21]=2)[CH:7]=1.[OH-].[Na+], predict the reaction product. The product is: [CH3:1][O:2][CH2:3][CH2:4][O:5][C:6]1[CH:11]=[CH:10][C:9](/[CH:12]=[CH:13]/[C:14]([OH:16])=[O:15])=[C:8]([NH:19][C:20]2[CH:21]=[CH:22][C:23]([C:26]([F:27])([F:28])[F:29])=[CH:24][CH:25]=2)[CH:7]=1.